From a dataset of Full USPTO retrosynthesis dataset with 1.9M reactions from patents (1976-2016). Predict the reactants needed to synthesize the given product. Given the product [CH3:28][C:26]1[C:25]([C:24]([O:30][CH3:31])=[O:29])=[C:4]([C:6]2[CH:11]=[CH:10][CH:9]=[CH:8][CH:7]=2)[C:3]2[C:2](=[CH:15][CH:14]=[C:13]([N+:16]([O-:18])=[O:17])[CH:12]=2)[N:1]=1, predict the reactants needed to synthesize it. The reactants are: [NH2:1][C:2]1[CH:15]=[CH:14][C:13]([N+:16]([O-:18])=[O:17])=[CH:12][C:3]=1[C:4]([C:6]1[CH:11]=[CH:10][CH:9]=[CH:8][CH:7]=1)=O.NS(O)(=O)=O.[C:24]([O:30][CH3:31])(=[O:29])[CH2:25][C:26]([CH3:28])=O.